Dataset: Forward reaction prediction with 1.9M reactions from USPTO patents (1976-2016). Task: Predict the product of the given reaction. (1) Given the reactants C(=O)([O-])[O-].[Na+].[Na+].CC1(C)C(C)(C)OB([C:15]2[CH:16]=[N:17][N:18]([C:20]3[CH:21]=[N:22][CH:23]=[CH:24][CH:25]=3)[CH:19]=2)O1.Br[C:28]1[N:33]=[C:32]([C:34]2[N:39]=[CH:38][CH:37]=[CH:36][N:35]=2)[CH:31]=[CH:30][CH:29]=1, predict the reaction product. The product is: [N:22]1[CH:23]=[CH:24][CH:25]=[C:20]([N:18]2[CH:19]=[C:15]([C:28]3[N:33]=[C:32]([C:34]4[N:35]=[CH:36][CH:37]=[CH:38][N:39]=4)[CH:31]=[CH:30][CH:29]=3)[CH:16]=[N:17]2)[CH:21]=1. (2) Given the reactants [N:1]1([C@H:13]2[CH2:17][CH2:16][C@H:15]([NH2:18])[CH2:14]2)[C:12]2[C:4](=[CH:5][N:6]=[C:7]3[C:11]=2[CH:10]=[CH:9][NH:8]3)[N:3]=[N:2]1.[CH3:19][O:20][CH2:21][CH2:22]Br.C(=O)([O-])[O-].[K+].[K+].[ClH:30].CO, predict the reaction product. The product is: [ClH:30].[CH3:19][O:20][CH2:21][CH2:22][NH:18][C@H:15]1[CH2:16][CH2:17][C@H:13]([N:1]2[C:12]3[C:4](=[CH:5][N:6]=[C:7]4[C:11]=3[CH:10]=[CH:9][NH:8]4)[N:3]=[N:2]2)[CH2:14]1. (3) Given the reactants [C:1]([O:5][C:6]([NH:8][C@H:9]([C:12]([OH:14])=[O:13])[CH2:10][OH:11])=[O:7])([CH3:4])([CH3:3])[CH3:2].[H-].[Na+].Cl[CH2:18][C:19]1[CH:24]=[C:23]([CH3:25])[CH:22]=[C:21]([N:26]2[C:30]([CH3:31])=[CH:29][CH:28]=[C:27]2[CH3:32])[N:20]=1.[CH3:33][Si](C=[N+]=[N-])(C)C, predict the reaction product. The product is: [CH3:3][C:1]([CH3:4])([O:5][C:6]([NH:8][C@H:9]([C:12]([O:14][CH3:33])=[O:13])[CH2:10][O:11][CH2:18][C:19]1[CH:24]=[C:23]([CH3:25])[CH:22]=[C:21]([N:26]2[C:30]([CH3:31])=[CH:29][CH:28]=[C:27]2[CH3:32])[N:20]=1)=[O:7])[CH3:2]. (4) Given the reactants C(OC([NH:8][C:9]1[CH:14]=[CH:13][CH:12]=[CH:11][C:10]=1[NH:15][C:16](=[O:32])[C:17]1[CH:22]=[CH:21][C:20](B2OC(C)(C)C(C)(C)O2)=[CH:19][CH:18]=1)=O)(C)(C)C.Cl[C:34]1[C:39]([CH3:40])=[CH:38][CH:37]=[CH:36][N:35]=1.C(=O)([O-])O.[Na+], predict the reaction product. The product is: [NH2:8][C:9]1[CH:14]=[CH:13][CH:12]=[CH:11][C:10]=1[NH:15][C:16](=[O:32])[C:17]1[CH:18]=[CH:19][C:20]([C:34]2[C:39]([CH3:40])=[CH:38][CH:37]=[CH:36][N:35]=2)=[CH:21][CH:22]=1. (5) Given the reactants C[C@@H]1CCCN(C(C2C=C(C)C=CC=2C2C=NN(C)C=2)=O)[C@@H]1CNC1C=CC(C(F)(F)F)=CN=1.[NH2:35][CH2:36][C@@H:37]1[C@H:42]([CH3:43])[CH2:41][CH2:40][CH2:39][N:38]1[C:44]([C:46]1[CH:51]=[C:50]([CH3:52])[CH:49]=[CH:48][C:47]=1[N:53]1[CH:57]=[N:56][C:55]([C:58]([F:61])([F:60])[F:59])=[N:54]1)=[O:45].Cl[C:63]1[CH:70]=[CH:69][C:66]([C:67]#[N:68])=[CH:65][N:64]=1, predict the reaction product. The product is: [CH3:43][C@@H:42]1[CH2:41][CH2:40][CH2:39][N:38]([C:44](=[O:45])[C:46]2[CH:51]=[C:50]([CH3:52])[CH:49]=[CH:48][C:47]=2[N:53]2[CH:57]=[N:56][C:55]([C:58]([F:61])([F:60])[F:59])=[N:54]2)[C@@H:37]1[CH2:36][NH:35][C:63]1[CH:70]=[CH:69][C:66]([C:67]#[N:68])=[CH:65][N:64]=1.